This data is from CYP2D6 inhibition data for predicting drug metabolism from PubChem BioAssay. The task is: Regression/Classification. Given a drug SMILES string, predict its absorption, distribution, metabolism, or excretion properties. Task type varies by dataset: regression for continuous measurements (e.g., permeability, clearance, half-life) or binary classification for categorical outcomes (e.g., BBB penetration, CYP inhibition). Dataset: cyp2d6_veith. The molecule is CCOc1ccccc1NC(=O)CSc1nnc(-c2cnccn2)n1C. The result is 1 (inhibitor).